This data is from Full USPTO retrosynthesis dataset with 1.9M reactions from patents (1976-2016). The task is: Predict the reactants needed to synthesize the given product. Given the product [CH3:18][N:17]([CH3:19])/[CH:16]=[C:11](/[N:9]1[CH:10]=[C:6]([C:4]2[N:3]=[CH:2][S:1][CH:5]=2)[N:7]=[CH:8]1)\[C:12]#[N:13], predict the reactants needed to synthesize it. The reactants are: [S:1]1[CH:5]=[C:4]([C:6]2[N:7]=[CH:8][N:9]([CH2:11][C:12]#[N:13])[CH:10]=2)[N:3]=[CH:2]1.CO[CH:16](OC)[N:17]([CH3:19])[CH3:18].